From a dataset of Catalyst prediction with 721,799 reactions and 888 catalyst types from USPTO. Predict which catalyst facilitates the given reaction. (1) Reactant: Cl.C(OCC)(=O)C.C(OC([NH:15][CH:16]1[CH2:19][N:18]([C:20]2[S:21][C:22]([C:27]([O:29][CH3:30])=[O:28])=[C:23]([CH2:25][CH3:26])[N:24]=2)[CH2:17]1)=O)(C)(C)C.CO. Product: [NH2:15][CH:16]1[CH2:19][N:18]([C:20]2[S:21][C:22]([C:27]([O:29][CH3:30])=[O:28])=[C:23]([CH2:25][CH3:26])[N:24]=2)[CH2:17]1. The catalyst class is: 12. (2) Reactant: [C:1]([C:3]1[C@@H:8]([C:9]2[CH:14]=[CH:13][C:12]([C:15]#[N:16])=[CH:11][CH:10]=2)[N:7]2[N:17]=[C:18]([N:20]([CH2:31][CH:32]3[CH2:34][CH2:33]3)C(=O)OCC3C=CC=CC=3)[N:19]=[C:6]2[N:5]([C:35]2[CH:40]=[CH:39][CH:38]=[C:37]([C:41]([F:44])([F:43])[F:42])[CH:36]=2)[C:4]=1[CH3:45])#[N:2]. Product: [C:15]([C:12]1[CH:11]=[CH:10][C:9]([C@H:8]2[N:7]3[N:17]=[C:18]([NH:20][CH2:31][CH:32]4[CH2:33][CH2:34]4)[N:19]=[C:6]3[N:5]([C:35]3[CH:40]=[CH:39][CH:38]=[C:37]([C:41]([F:43])([F:42])[F:44])[CH:36]=3)[C:4]([CH3:45])=[C:3]2[C:1]#[N:2])=[CH:14][CH:13]=1)#[N:16]. The catalyst class is: 19. (3) Reactant: Cl[C:2]1[N:7]=[C:6]([NH:8][CH:9]2[CH2:12][CH2:11][CH2:10]2)[CH:5]=[C:4]([C:13]2[CH:18]=[CH:17][CH:16]=[CH:15][CH:14]=2)[N:3]=1.[CH3:19][O:20][C:21]([C:23]1([C:27]2[CH:32]=[CH:31][C:30]([NH2:33])=[CH:29][CH:28]=2)[CH2:26][CH2:25][CH2:24]1)=[O:22]. Product: [CH3:19][O:20][C:21]([C:23]1([C:27]2[CH:28]=[CH:29][C:30]([NH:33][C:2]3[N:7]=[C:6]([NH:8][CH:9]4[CH2:12][CH2:11][CH2:10]4)[CH:5]=[C:4]([C:13]4[CH:18]=[CH:17][CH:16]=[CH:15][CH:14]=4)[N:3]=3)=[CH:31][CH:32]=2)[CH2:24][CH2:25][CH2:26]1)=[O:22]. The catalyst class is: 51. (4) Reactant: [H-].[Na+].[Br:3][C:4]1[CH:13]=[C:12]2[C:7]([CH:8]=[CH:9][C:10](=[O:14])[NH:11]2)=[CH:6][CH:5]=1.[CH3:15]I. Product: [Br:3][C:4]1[CH:13]=[C:12]2[C:7]([CH:8]=[CH:9][C:10](=[O:14])[N:11]2[CH3:15])=[CH:6][CH:5]=1. The catalyst class is: 1. (5) Reactant: [CH3:1][S:2]([C:5]1[CH:11]=[CH:10][C:8]([NH2:9])=[CH:7][CH:6]=1)(=[O:4])=[O:3].[C:12]([O:16][C:17](O[C:17]([O:16][C:12]([CH3:15])([CH3:14])[CH3:13])=[O:18])=[O:18])([CH3:15])([CH3:14])[CH3:13]. Product: [C:12]([O:16][C:17](=[O:18])[NH:9][C:8]1[CH:10]=[CH:11][C:5]([S:2]([CH3:1])(=[O:3])=[O:4])=[CH:6][CH:7]=1)([CH3:15])([CH3:14])[CH3:13]. The catalyst class is: 64. (6) Reactant: [Li]CCCC.[NH:6]1[CH2:10][CH2:9][CH2:8][C:7]1=[O:11].[CH3:12][S:13](Cl)(=[O:15])=[O:14]. Product: [CH3:12][S:13]([N:6]1[CH2:10][CH2:9][CH2:8][C:7]1=[O:11])(=[O:15])=[O:14]. The catalyst class is: 323.